Task: Predict the reaction yield, written as a fraction of the theoretical maximum amount of product (1.0 means a 100% yield; for example, 0.34 means a 34% yield).. Dataset: Reaction yield outcomes from USPTO patents with 853,638 reactions (1) The reactants are [O:1]=[C:2]([OH:14])[C@@H:3]([C@H:5]([C@@H:7]([C@@H:9]([C:11]([OH:13])=[O:12])[OH:10])[OH:8])[OH:6])[OH:4].[Na:15][Na].O=C[C@@H]([C@H]([C@@H]([C@@H](CO)O)O)O)O. No catalyst specified. The product is [O:1]=[C:2]([O-:14])[C@@H:3]([C@H:5]([C@@H:7]([C@@H:9]([C:11]([O-:13])=[O:12])[OH:10])[OH:8])[OH:6])[OH:4].[Na+:15].[Na+:15]. The yield is 0.979. (2) The reactants are [Cr]([O-])(OCl)(=O)=O.[NH+]1C=CC=CC=1.[OH:13][CH2:14][C:15]1[CH:16]=[C:17]([C:21]2[NH:25][C:24](=[O:26])[O:23][N:22]=2)[CH:18]=[CH:19][CH:20]=1.ClCCl. The catalyst is O1CCCC1. The product is [O:26]=[C:24]1[O:23][N:22]=[C:21]([C:17]2[CH:16]=[C:15]([CH:20]=[CH:19][CH:18]=2)[CH:14]=[O:13])[NH:25]1. The yield is 0.720. (3) The reactants are [OH:1][C:2]1[C:11]2[C:6](=[CH:7][CH:8]=[CH:9][CH:10]=2)[N:5]=[CH:4][C:3]=1[C:12]([OH:14])=O.CN(C(ON1N=NC2C=CC=CC1=2)=[N+](C)C)C.F[P-](F)(F)(F)(F)F.CCN(C(C)C)C(C)C.[CH3:48][C:49]1[CH:54]=[CH:53][C:52]([N+:55]([O-])=O)=[CH:51][C:50]=1[NH2:58].O.O.Cl[Sn]Cl.C([O-])(O)=O.[Na+]. The catalyst is C1COCC1. The product is [NH2:55][C:52]1[CH:53]=[CH:54][C:49]([CH3:48])=[C:50]([NH:58][C:12]([C:3]2[C:2](=[O:1])[C:11]3[C:6](=[CH:7][CH:8]=[CH:9][CH:10]=3)[NH:5][CH:4]=2)=[O:14])[CH:51]=1. The yield is 0.0800. (4) The reactants are [CH3:1][N:2]1[CH2:7][CH2:6][NH:5][CH2:4][CH2:3]1.[N+:8]([C:11]1[CH:18]=[CH:17][C:14]([CH2:15]Cl)=[CH:13][CH:12]=1)([O-:10])=[O:9].O. The catalyst is O1CCCC1. The product is [CH3:1][N:2]1[CH2:7][CH2:6][N:5]([CH2:15][C:14]2[CH:17]=[CH:18][C:11]([N+:8]([O-:10])=[O:9])=[CH:12][CH:13]=2)[CH2:4][CH2:3]1. The yield is 0.500. (5) The reactants are [C:1]([C:3]1[C:8]([F:9])=[CH:7][CH:6]=[CH:5][C:4]=1[Zn])#[N:2].[Br:11][C:12]1[CH:13]=[C:14]([CH:18]=[CH:19][C:20]=1[F:21])[C:15](Cl)=[O:16]. The catalyst is C1COCC1. The product is [Br:11][C:12]1[CH:13]=[C:14]([CH:18]=[CH:19][C:20]=1[F:21])[C:15]([C:4]1[CH:5]=[CH:6][CH:7]=[C:8]([F:9])[C:3]=1[C:1]#[N:2])=[O:16]. The yield is 0.610. (6) The product is [F:12][C:11]([F:14])([F:13])[C:9]1[CH:10]=[C:2]([C:15]2[CH:20]=[CH:19][CH:18]=[CH:17][CH:16]=2)[C:3]([C:4]([OH:6])=[O:5])=[CH:7][CH:8]=1. The yield is 0.890. The reactants are I[C:2]1[CH:10]=[C:9]([C:11]([F:14])([F:13])[F:12])[CH:8]=[CH:7][C:3]=1[C:4]([OH:6])=[O:5].[C:15]1(B(O)O)[CH:20]=[CH:19][CH:18]=[CH:17][CH:16]=1.C(=O)([O-])[O-].[Na+].[Na+]. The catalyst is O.C([O-])(=O)C.[Pd+2].C([O-])(=O)C. (7) The reactants are [NH2:1][C:2]1[CH:3]=[C:4]([N:8]([CH2:16][C:17]2[CH:22]=[CH:21][CH:20]=[C:19]([O:23][C:24]([F:29])([F:28])[CH:25]([F:27])[F:26])[CH:18]=2)[CH2:9][CH:10]([OH:15])[C:11]([F:14])([F:13])[F:12])[CH:5]=[CH:6][CH:7]=1.C(N(CC)CC)C.[F:37][C:38]1[CH:43]=[CH:42][C:41]([N:44]=[C:45]=[O:46])=[CH:40][CH:39]=1. The catalyst is ClCCl. The product is [F:37][C:38]1[CH:43]=[CH:42][C:41]([NH:44][C:45]([NH:1][C:2]2[CH:7]=[CH:6][CH:5]=[C:4]([N:8]([CH2:16][C:17]3[CH:22]=[CH:21][CH:20]=[C:19]([O:23][C:24]([F:28])([F:29])[CH:25]([F:26])[F:27])[CH:18]=3)[CH2:9][CH:10]([OH:15])[C:11]([F:14])([F:13])[F:12])[CH:3]=2)=[O:46])=[CH:40][CH:39]=1. The yield is 0.400. (8) The reactants are [CH2:1]([O:8][C@@H:9]1[C@@H:14]([CH2:15][OH:16])[O:13][CH:12]=[CH:11][C@H:10]1[OH:17])[C:2]1[CH:7]=[CH:6][CH:5]=[CH:4][CH:3]=1.N1C=CC=CC=1.[C:24](Cl)(=[O:26])[CH3:25]. The catalyst is ClCCl. The product is [C:24]([O:16][CH2:15][C@H:14]1[O:13][CH:12]=[CH:11][C@@H:10]([OH:17])[C@@H:9]1[O:8][CH2:1][C:2]1[CH:3]=[CH:4][CH:5]=[CH:6][CH:7]=1)(=[O:26])[CH3:25]. The yield is 0.500.